The task is: Predict the reactants needed to synthesize the given product.. This data is from Full USPTO retrosynthesis dataset with 1.9M reactions from patents (1976-2016). (1) Given the product [CH2:3]([NH:10][C:11](=[O:40])[N:12]([C:14]1[CH:15]=[C:16]([C:20]2[CH:25]=[CH:24][C:23]([CH2:26][CH2:27][C:28]([OH:30])=[O:29])=[CH:22][C:21]=2[O:32][CH2:33][CH2:34][CH2:35][C:36]([F:38])([F:39])[F:37])[CH:17]=[CH:18][CH:19]=1)[CH3:13])[CH2:4][CH2:5][CH2:6][CH2:7][CH2:8][CH3:9], predict the reactants needed to synthesize it. The reactants are: [OH-].[Na+].[CH2:3]([NH:10][C:11](=[O:40])[N:12]([C:14]1[CH:15]=[C:16]([C:20]2[CH:25]=[CH:24][C:23]([CH2:26][CH2:27][C:28]([O:30]C)=[O:29])=[CH:22][C:21]=2[O:32][CH2:33][CH2:34][CH2:35][C:36]([F:39])([F:38])[F:37])[CH:17]=[CH:18][CH:19]=1)[CH3:13])[CH2:4][CH2:5][CH2:6][CH2:7][CH2:8][CH3:9]. (2) The reactants are: [Cl:1][C:2]1[S:10][C:9]2[S:8](=[O:12])(=[O:11])[N:7]=[C:6](F)[NH:5][C:4]=2[CH:3]=1.Cl.[CH3:15][C:16]1([NH2:20])[CH2:19][CH2:18][CH2:17]1.C(N(CC)CC)C. Given the product [Cl:1][C:2]1[S:10][C:9]2[S:8](=[O:12])(=[O:11])[N:7]=[C:6]([NH:20][C:16]3([CH3:15])[CH2:19][CH2:18][CH2:17]3)[NH:5][C:4]=2[CH:3]=1, predict the reactants needed to synthesize it. (3) Given the product [CH3:56][C:55]([CH3:58])([CH3:57])[C@H:50]([NH:49][C:8]([C:5]1[CH:4]=[C:3]([O:11][CH:12]2[CH2:15][O:14][CH2:13]2)[C:2]([Cl:1])=[CH:7][N:6]=1)=[O:10])[C:51](=[O:52])[NH:53][CH3:54], predict the reactants needed to synthesize it. The reactants are: [Cl:1][C:2]1[C:3]([O:11][CH:12]2[CH2:15][O:14][CH2:13]2)=[CH:4][C:5]([C:8]([OH:10])=O)=[N:6][CH:7]=1.CN(C(ON1N=NC2C=CC=NC1=2)=[N+](C)C)C.F[P-](F)(F)(F)(F)F.CCN(C(C)C)C(C)C.[NH2:49][C@@H:50]([C:55]([CH3:58])([CH3:57])[CH3:56])[C:51]([NH:53][CH3:54])=[O:52]. (4) Given the product [CH3:40][N:31]([S:28]([C:25]1[CH:26]=[CH:27][C:22]([C:19]2[CH:18]=[CH:17][C:16]([NH:15][C:13]([C:3]3[O:4][C:5]4[CH:10]=[CH:9][CH:8]=[C:7]([CH:11]=[CH2:12])[C:6]=4[C:2]=3[CH3:1])=[O:14])=[CH:21][CH:20]=2)=[CH:23][CH:24]=1)(=[O:30])=[O:29])[C@H:32]([C:36]([O:38][CH3:39])=[O:37])[CH:33]([CH3:35])[CH3:34], predict the reactants needed to synthesize it. The reactants are: [CH3:1][C:2]1[C:6]2[C:7]([CH:11]=[CH2:12])=[CH:8][CH:9]=[CH:10][C:5]=2[O:4][C:3]=1[C:13]([NH:15][C:16]1[CH:21]=[CH:20][C:19]([C:22]2[CH:27]=[CH:26][C:25]([S:28]([NH:31][C@H:32]([C:36]([O:38][CH3:39])=[O:37])[CH:33]([CH3:35])[CH3:34])(=[O:30])=[O:29])=[CH:24][CH:23]=2)=[CH:18][CH:17]=1)=[O:14].[C:40](=O)([O-])[O-].[K+].[K+].IC.